This data is from NCI-60 drug combinations with 297,098 pairs across 59 cell lines. The task is: Regression. Given two drug SMILES strings and cell line genomic features, predict the synergy score measuring deviation from expected non-interaction effect. (1) Cell line: SF-295. Drug 2: C(CN)CNCCSP(=O)(O)O. Drug 1: CNC(=O)C1=CC=CC=C1SC2=CC3=C(C=C2)C(=NN3)C=CC4=CC=CC=N4. Synergy scores: CSS=4.05, Synergy_ZIP=-2.68, Synergy_Bliss=-4.27, Synergy_Loewe=-10.8, Synergy_HSA=-3.93. (2) Drug 1: CC1=C(C(CCC1)(C)C)C=CC(=CC=CC(=CC(=O)O)C)C. Drug 2: N.N.Cl[Pt+2]Cl. Cell line: HCC-2998. Synergy scores: CSS=13.4, Synergy_ZIP=-3.81, Synergy_Bliss=-2.23, Synergy_Loewe=-12.9, Synergy_HSA=-7.80. (3) Synergy scores: CSS=36.4, Synergy_ZIP=9.17, Synergy_Bliss=13.1, Synergy_Loewe=21.3, Synergy_HSA=19.9. Drug 2: CC1=C2C(C(=O)C3(C(CC4C(C3C(C(C2(C)C)(CC1OC(=O)C(C(C5=CC=CC=C5)NC(=O)OC(C)(C)C)O)O)OC(=O)C6=CC=CC=C6)(CO4)OC(=O)C)O)C)O. Drug 1: CC1=CC=C(C=C1)C2=CC(=NN2C3=CC=C(C=C3)S(=O)(=O)N)C(F)(F)F. Cell line: HCC-2998. (4) Drug 1: CC1C(C(CC(O1)OC2CC(CC3=C2C(=C4C(=C3O)C(=O)C5=C(C4=O)C(=CC=C5)OC)O)(C(=O)C)O)N)O.Cl. Drug 2: CC1C(C(=O)NC(C(=O)N2CCCC2C(=O)N(CC(=O)N(C(C(=O)O1)C(C)C)C)C)C(C)C)NC(=O)C3=C4C(=C(C=C3)C)OC5=C(C(=O)C(=C(C5=N4)C(=O)NC6C(OC(=O)C(N(C(=O)CN(C(=O)C7CCCN7C(=O)C(NC6=O)C(C)C)C)C)C(C)C)C)N)C. Cell line: CCRF-CEM. Synergy scores: CSS=27.3, Synergy_ZIP=2.38, Synergy_Bliss=3.81, Synergy_Loewe=0.143, Synergy_HSA=4.94. (5) Drug 1: CC(CN1CC(=O)NC(=O)C1)N2CC(=O)NC(=O)C2. Drug 2: C1CCC(CC1)NC(=O)N(CCCl)N=O. Cell line: SNB-19. Synergy scores: CSS=33.9, Synergy_ZIP=-1.04, Synergy_Bliss=3.29, Synergy_Loewe=5.24, Synergy_HSA=5.47. (6) Drug 1: CS(=O)(=O)C1=CC(=C(C=C1)C(=O)NC2=CC(=C(C=C2)Cl)C3=CC=CC=N3)Cl. Drug 2: CC1CCC2CC(C(=CC=CC=CC(CC(C(=O)C(C(C(=CC(C(=O)CC(OC(=O)C3CCCCN3C(=O)C(=O)C1(O2)O)C(C)CC4CCC(C(C4)OC)O)C)C)O)OC)C)C)C)OC. Cell line: OVCAR-5. Synergy scores: CSS=29.7, Synergy_ZIP=0.0507, Synergy_Bliss=3.54, Synergy_Loewe=3.92, Synergy_HSA=5.81. (7) Drug 1: COC1=CC(=CC(=C1O)OC)C2C3C(COC3=O)C(C4=CC5=C(C=C24)OCO5)OC6C(C(C7C(O6)COC(O7)C8=CC=CS8)O)O. Drug 2: N.N.Cl[Pt+2]Cl. Cell line: CAKI-1. Synergy scores: CSS=45.5, Synergy_ZIP=-4.71, Synergy_Bliss=-5.66, Synergy_Loewe=-36.1, Synergy_HSA=-2.51.